From a dataset of Forward reaction prediction with 1.9M reactions from USPTO patents (1976-2016). Predict the product of the given reaction. (1) The product is: [Cl:14][CH2:15][CH2:16][CH2:17][CH2:18][C:19]([C:9]1[CH:8]=[C:7]2[C:12]3=[C:11]([CH2:1][C:2](=[O:13])[N:3]3[CH2:4][CH2:5][CH2:6]2)[CH:10]=1)=[O:20]. Given the reactants [CH2:1]1[C:11]2=[C:12]3[C:7](=[CH:8][CH:9]=[CH:10]2)[CH2:6][CH2:5][CH2:4][N:3]3[C:2]1=[O:13].[Cl:14][CH2:15][CH2:16][CH2:17][CH2:18][C:19](Cl)=[O:20], predict the reaction product. (2) The product is: [I:18][C:19]1[CH:24]=[CH:23][C:22]([S:25]([NH:1][C:2]2[CH:7]=[CH:6][C:5]([NH:8][C:9](=[O:15])[O:10][C:11]([CH3:12])([CH3:13])[CH3:14])=[C:4]([O:16][CH3:17])[CH:3]=2)(=[O:27])=[O:26])=[CH:21][CH:20]=1. Given the reactants [NH2:1][C:2]1[CH:7]=[CH:6][C:5]([NH:8][C:9](=[O:15])[O:10][C:11]([CH3:14])([CH3:13])[CH3:12])=[C:4]([O:16][CH3:17])[CH:3]=1.[I:18][C:19]1[CH:24]=[CH:23][C:22]([S:25](Cl)(=[O:27])=[O:26])=[CH:21][CH:20]=1.O1CCOC2C=C(NS(C3C=CC(I)=CC=3)(=O)=O)C=CC1=2, predict the reaction product. (3) Given the reactants C(#N)C.[F:4][C:5]1[CH:10]=[CH:9][C:8]([C:11]2[CH2:16][CH2:15][N:14]([C:17]3[N:22]=[CH:21][N:20]([CH2:23][C:24]4[CH:29]=[CH:28][C:27]([OH:30])=[CH:26][CH:25]=4)[C:19](=[O:31])[N:18]=3)[CH2:13][CH:12]=2)=[CH:7][CH:6]=1.[OH-].[K+].C(OP([C:42](Br)([F:44])[F:43])(=O)OCC)C, predict the reaction product. The product is: [F:43][CH:42]([F:44])[O:30][C:27]1[CH:26]=[CH:25][C:24]([CH2:23][N:20]2[CH:21]=[N:22][C:17]([N:14]3[CH2:15][CH2:16][C:11]([C:8]4[CH:9]=[CH:10][C:5]([F:4])=[CH:6][CH:7]=4)=[CH:12][CH2:13]3)=[N:18][C:19]2=[O:31])=[CH:29][CH:28]=1. (4) Given the reactants [Br:1][C:2]1[C:7]([O:8][CH2:9][CH3:10])=[CH:6][CH:5]=[CH:4][N:3]=1.I[CH2:12][CH2:13]CC, predict the reaction product. The product is: [Br:1][C:2]1[C:7]([O:8][CH2:9][CH2:10][CH2:12][CH3:13])=[CH:6][CH:5]=[CH:4][N:3]=1. (5) The product is: [CH3:11][O:12][C:13]1[CH:14]=[C:15]([CH:19]=[CH:20][C:21]=1[O:22][CH3:23])[CH2:16][N:17]([CH3:18])[C:2]1[CH:10]=[CH:9][C:5]([C:6]([OH:8])=[O:7])=[CH:4][N:3]=1. Given the reactants Cl[C:2]1[CH:10]=[CH:9][C:5]([C:6]([OH:8])=[O:7])=[CH:4][N:3]=1.[CH3:11][O:12][C:13]1[CH:14]=[C:15]([CH:19]=[CH:20][C:21]=1[O:22][CH3:23])[CH2:16][NH:17][CH3:18].C(OCC)(=O)C, predict the reaction product. (6) Given the reactants [N:1]1([C:7]2[C:8]3[N:28]=[C:27]([CH2:29][N:30]4[CH2:33][CH:32]([N:34]5[CH2:39][CH2:38][O:37][CH2:36][CH2:35]5)[CH2:31]4)[S:26][C:9]=3[N:10]=[C:11]([Sn](CCCC)(CCCC)CCCC)[N:12]=2)[CH2:6][CH2:5][O:4][CH2:3][CH2:2]1.Br[C:41]1[N:46]2[CH:47]=[CH:48][N:49]=[C:45]2[CH:44]=[CH:43][CH:42]=1, predict the reaction product. The product is: [N:49]1[CH:48]=[CH:47][N:46]2[C:41]([C:11]3[N:12]=[C:7]([N:1]4[CH2:2][CH2:3][O:4][CH2:5][CH2:6]4)[C:8]4[N:28]=[C:27]([CH2:29][N:30]5[CH2:31][CH:32]([N:34]6[CH2:39][CH2:38][O:37][CH2:36][CH2:35]6)[CH2:33]5)[S:26][C:9]=4[N:10]=3)=[CH:42][CH:43]=[CH:44][C:45]=12.